This data is from Full USPTO retrosynthesis dataset with 1.9M reactions from patents (1976-2016). The task is: Predict the reactants needed to synthesize the given product. (1) Given the product [ClH:1].[Cl:1][C:2]1[CH:3]=[C:4]([CH2:9][N:10]2[CH:14]=[C:13]([C:15]([NH:17][C:18]3[CH:19]=[C:20]4[C:25](=[CH:26][CH:27]=3)[CH2:24][NH:23][CH2:22][CH2:21]4)=[O:16])[CH:12]=[N:11]2)[CH:5]=[CH:6][C:7]=1[Cl:8], predict the reactants needed to synthesize it. The reactants are: [Cl:1][C:2]1[CH:3]=[C:4]([CH2:9][N:10]2[CH:14]=[C:13]([C:15]([NH:17][C:18]3[CH:19]=[C:20]4[C:25](=[CH:26][CH:27]=3)[CH2:24][N:23](C(OC(C)(C)C)=O)[CH2:22][CH2:21]4)=[O:16])[CH:12]=[N:11]2)[CH:5]=[CH:6][C:7]=1[Cl:8].Cl. (2) The reactants are: [F:1][C:2]1[CH:3]=[C:4]([C:9]2[O:13][N:12]=[C:11]([C:14]([N:16]3[CH2:21][C@H:20]([CH2:22][CH:23]([CH3:25])[CH3:24])[NH:19][C:18](=[O:26])[C@@H:17]3[CH2:27][CH:28]([CH3:30])[CH3:29])=[O:15])[CH:10]=2)[CH:5]=[CH:6][C:7]=1F.C([C@@H]1NC[C@H](CC(C)C)NC1=O)C(C)C.FC1C=C(C2ON=C(C(O)=O)C=2)C=CC=1. Given the product [F:1][C:2]1[CH:3]=[C:4]([C:9]2[O:13][N:12]=[C:11]([C:14]([N:16]3[CH2:21][C@H:20]([CH2:22][CH:23]([CH3:25])[CH3:24])[NH:19][C:18](=[O:26])[C@@H:17]3[CH2:27][CH:28]([CH3:30])[CH3:29])=[O:15])[CH:10]=2)[CH:5]=[CH:6][CH:7]=1, predict the reactants needed to synthesize it.